From a dataset of Full USPTO retrosynthesis dataset with 1.9M reactions from patents (1976-2016). Predict the reactants needed to synthesize the given product. (1) Given the product [C:2]([OH:14])(=[O:13])[CH2:3][C:4]([CH2:9][C:10]([OH:12])=[O:11])([C:6]([OH:8])=[O:7])[OH:5].[Cl:15][C:16]1[CH:21]=[C:20]([Cl:22])[C:19]([F:23])=[CH:18][C:17]=1[C:24]1[O:25][C:26]2[C:31]([C:32](=[O:34])[CH:33]=1)=[C:30]([OH:35])[CH:29]=[C:28]([OH:36])[C:27]=2[C@@H:37]1[CH2:41][CH2:40][N:39]([CH3:42])[C@H:38]1[CH2:43][OH:44], predict the reactants needed to synthesize it. The reactants are: O.[C:2]([OH:14])(=[O:13])[CH2:3][C:4]([CH2:9][C:10]([OH:12])=[O:11])([C:6]([OH:8])=[O:7])[OH:5].[Cl:15][C:16]1[CH:21]=[C:20]([Cl:22])[C:19]([F:23])=[CH:18][C:17]=1[C:24]1[O:25][C:26]2[C:31]([C:32](=[O:34])[CH:33]=1)=[C:30]([OH:35])[CH:29]=[C:28]([OH:36])[C:27]=2[C@@H:37]1[CH2:41][CH2:40][N:39]([CH3:42])[C@H:38]1[CH2:43][OH:44]. (2) Given the product [ClH:37].[ClH:37].[CH3:35][Si:33]([CH3:34])([CH3:36])[CH2:32][CH2:31][O:30][CH2:29][N:26]1[C:22]2[N:23]=[CH:24][N:25]=[C:20]([C:18]3[CH:17]=[N:16][N:15]([C:4]4([CH2:3][C:1]#[N:2])[CH2:5][NH:6][CH2:7]4)[CH:19]=3)[C:21]=2[CH:28]=[CH:27]1, predict the reactants needed to synthesize it. The reactants are: [C:1]([CH2:3][C:4]1([N:15]2[CH:19]=[C:18]([C:20]3[C:21]4[CH:28]=[CH:27][N:26]([CH2:29][O:30][CH2:31][CH2:32][Si:33]([CH3:36])([CH3:35])[CH3:34])[C:22]=4[N:23]=[CH:24][N:25]=3)[CH:17]=[N:16]2)[CH2:7][N:6](C(OC(C)(C)C)=O)[CH2:5]1)#[N:2].[ClH:37]. (3) The reactants are: [NH2:1][C:2]1[CH:7]=[CH:6][N:5]=[CH:4][CH:3]=1.CS[C:10]1[S:11]/[C:12](=[CH:16]\[C:17]2[CH:18]=[C:19]3[C:24](=[CH:25][CH:26]=2)[N:23]=[CH:22][CH:21]=[CH:20]3)/[C:13](=[O:15])[N:14]=1. Given the product [N:5]1[CH:6]=[CH:7][C:2]([NH:1][C:10]2[S:11]/[C:12](=[CH:16]\[C:17]3[CH:18]=[C:19]4[C:24](=[CH:25][CH:26]=3)[N:23]=[CH:22][CH:21]=[CH:20]4)/[C:13](=[O:15])[N:14]=2)=[CH:3][CH:4]=1, predict the reactants needed to synthesize it. (4) Given the product [Cl:1][C:2]1[CH:3]=[C:4]([CH:15]=[CH:16][CH:17]=1)[O:5][C:6]1[C:7]([C:8]([N:35]2[C:36]3[C:31](=[CH:30][C:29]([CH3:28])=[CH:38][CH:37]=3)[CH2:32][CH2:33][CH2:34]2)=[O:10])=[CH:11][CH:12]=[CH:13][N:14]=1, predict the reactants needed to synthesize it. The reactants are: [Cl:1][C:2]1[CH:3]=[C:4]([CH:15]=[CH:16][CH:17]=1)[O:5][C:6]1[N:14]=[CH:13][CH:12]=[CH:11][C:7]=1[C:8]([OH:10])=O.N1C2C(=CC=CC=2)CCC1.[CH3:28][C:29]1[CH:30]=[C:31]2[C:36](=[CH:37][CH:38]=1)[NH:35][CH2:34][CH2:33][CH2:32]2. (5) Given the product [F:1][C:2]1[CH:3]=[CH:4][CH:5]=[C:6]2[C:10]=1[CH:9]([CH2:11][CH2:12][C:13]([NH:15][C:16]1[CH:24]=[CH:23][C:19]([CH3:20])=[CH:18][N:17]=1)=[O:14])[N:8]([CH2:25][C:26]1[CH:27]=[CH:28][C:29]([F:32])=[CH:30][CH:31]=1)[C:7]2=[O:33], predict the reactants needed to synthesize it. The reactants are: [F:1][C:2]1[CH:3]=[CH:4][CH:5]=[C:6]2[C:10]=1[CH:9]([CH2:11][CH2:12][C:13]([NH:15][C:16]1[CH:24]=[CH:23][C:19]([C:20](O)=O)=[CH:18][N:17]=1)=[O:14])[N:8]([CH2:25][C:26]1[CH:31]=[CH:30][C:29]([F:32])=[CH:28][CH:27]=1)[C:7]2=[O:33].CC1C=CC(N)=NC=1. (6) The reactants are: [CH:1]12[CH2:10][CH:5]3[CH2:6][CH:7]([CH2:9][CH:3]([CH2:4]3)[CH:2]1[NH:11][C:12]([C:14]1[CH:15]=[N:16][N:17]([C:20]3[CH:25]=[CH:24][CH:23]=[CH:22][CH:21]=3)[C:18]=1Cl)=[O:13])[CH2:8]2.[CH2:26]([NH2:32])[CH:27]1[O:31][CH2:30][CH2:29][CH2:28]1. Given the product [CH:1]12[CH2:10][CH:5]3[CH2:6][CH:7]([CH2:9][CH:3]([CH2:4]3)[CH:2]1[NH:11][C:12]([C:14]1[CH:15]=[N:16][N:17]([C:20]3[CH:25]=[CH:24][CH:23]=[CH:22][CH:21]=3)[C:18]=1[NH:32][CH2:26][CH:27]1[CH2:28][CH2:29][CH2:30][O:31]1)=[O:13])[CH2:8]2, predict the reactants needed to synthesize it.